Dataset: Full USPTO retrosynthesis dataset with 1.9M reactions from patents (1976-2016). Task: Predict the reactants needed to synthesize the given product. (1) Given the product [Br:3][C:4]1[CH:5]=[CH:6][C:7]([C:10]2([C:11]#[N:12])[CH2:18][CH2:17][O:16][CH2:15][CH2:14]2)=[N:8][CH:9]=1, predict the reactants needed to synthesize it. The reactants are: [H-].[Na+].[Br:3][C:4]1[CH:5]=[CH:6][C:7]([CH2:10][C:11]#[N:12])=[N:8][CH:9]=1.Br[CH2:14][CH2:15][O:16][CH2:17][CH2:18]Br.O. (2) Given the product [CH:22]1([C:17]2[CH:16]=[CH:15][CH:14]=[C:13]3[C:18]=2[CH:19]=[CH:20][C:11]([NH:10][C@H:1]2[C:9]4[C:4](=[CH:5][CH:6]=[CH:7][CH:8]=4)[CH2:3][CH2:2]2)=[N:12]3)[CH2:24][CH2:23]1, predict the reactants needed to synthesize it. The reactants are: [C@H:1]1([NH:10][C:11]2[CH:20]=[CH:19][C:18]3[C:13](=[CH:14][CH:15]=[CH:16][C:17]=3I)[N:12]=2)[C:9]2[C:4](=[CH:5][CH:6]=[CH:7][CH:8]=2)[CH2:3][CH2:2]1.[CH:22]1(B(O)O)[CH2:24][CH2:23]1.C1(P(C2CCCCC2)C2CCCCC2)CCCCC1.P([O-])([O-])([O-])=O.[K+].[K+].[K+]. (3) Given the product [CH2:1]([O:8][C:9]1[C:13]([C:14]([O:16][CH3:17])=[O:15])=[N:12][N:11]([CH2:27][CH2:25][CH2:23][Br:26])[C:10]=1[C:18]([O:20][CH3:21])=[O:19])[C:2]1[CH:7]=[CH:6][CH:5]=[CH:4][CH:3]=1, predict the reactants needed to synthesize it. The reactants are: [CH2:1]([O:8][C:9]1[C:10]([C:18]([O:20][CH3:21])=[O:19])=[N:11][NH:12][C:13]=1[C:14]([O:16][CH3:17])=[O:15])[C:2]1[CH:7]=[CH:6][CH:5]=[CH:4][CH:3]=1.Br[C:23]([Br:26])([CH3:25])C.[C:27]([O-])([O-])=O.[Cs+].[Cs+]. (4) Given the product [CH3:25][O:28][CH2:29][O:1][C:2]1[CH:11]=[C:10]2[C:5]([CH:6]=[CH:7][C:8](=[O:12])[O:9]2)=[CH:4][CH:3]=1, predict the reactants needed to synthesize it. The reactants are: [OH:1][C:2]1[CH:11]=[C:10]2[C:5]([CH:6]=[CH:7][C:8](=[O:12])[O:9]2)=[CH:4][CH:3]=1.C(NCC)(C)C.CCCCCC.[C:25]([O:28][CH2:29]C)(=O)C.C(=O)(O)[O-].[Na+].